Predict which catalyst facilitates the given reaction. From a dataset of Catalyst prediction with 721,799 reactions and 888 catalyst types from USPTO. (1) Reactant: CS(O[CH:6]([C:22]1[CH:27]=[CH:26][C:25]([Br:28])=[CH:24][CH:23]=1)[CH2:7][CH2:8][CH:9](OS(C)(=O)=O)[C:10]1[CH:15]=[CH:14][C:13]([Br:16])=[CH:12][CH:11]=1)(=O)=O.[F:29][C:30]([F:39])([F:38])[C:31]1[CH:37]=[CH:36][C:34]([NH2:35])=[CH:33][CH:32]=1. Product: [Br:16][C:13]1[CH:14]=[CH:15][C:10]([C@@H:9]2[CH2:8][CH2:7][C@@H:6]([C:22]3[CH:27]=[CH:26][C:25]([Br:28])=[CH:24][CH:23]=3)[N:35]2[C:34]2[CH:36]=[CH:37][C:31]([C:30]([F:29])([F:38])[F:39])=[CH:32][CH:33]=2)=[CH:11][CH:12]=1. The catalyst class is: 3. (2) Reactant: [C:1]([N:4]1[C:13]2[C:8](=[CH:9][C:10]([C:14]([OH:16])=O)=[CH:11][CH:12]=2)[C@H:7]([NH:17][C:18]2[CH:23]=[CH:22][CH:21]=[C:20]([CH3:24])[N:19]=2)[C@@H:6]([CH3:25])[C@@H:5]1[CH:26]1[CH2:28][CH2:27]1)(=[O:3])[CH3:2].CN(C(ON1N=NC2C=CC=NC1=2)=[N+](C)C)C.F[P-](F)(F)(F)(F)F.Cl.[NH2:54][CH:55]1[CH2:60][CH2:59][S:58](=[O:62])(=[O:61])[CH2:57][CH2:56]1.CCN(C(C)C)C(C)C. Product: [C:1]([N:4]1[C:13]2[C:8](=[CH:9][C:10]([C:14]([NH:54][CH:55]3[CH2:60][CH2:59][S:58](=[O:62])(=[O:61])[CH2:57][CH2:56]3)=[O:16])=[CH:11][CH:12]=2)[C@H:7]([NH:17][C:18]2[CH:23]=[CH:22][CH:21]=[C:20]([CH3:24])[N:19]=2)[C@@H:6]([CH3:25])[C@@H:5]1[CH:26]1[CH2:27][CH2:28]1)(=[O:3])[CH3:2]. The catalyst class is: 9. (3) Reactant: C(OC(=O)[NH:7][C:8]1[CH:13]=[CH:12][C:11]([O:14][C:15]2[CH:20]=[CH:19][C:18]([C:21](=[O:33])[NH:22][C:23]3[CH:28]=[CH:27][C:26]([C:29]([F:32])([F:31])[F:30])=[CH:25][CH:24]=3)=[CH:17][C:16]=2[NH:34][C:35]2[C:36]3[CH:44]=[CH:43][C:42]([CH:45]([CH3:47])[CH3:46])=[N:41][C:37]=3[N:38]=[CH:39][N:40]=2)=[CH:10][CH:9]=1)(C)(C)C. Product: [NH2:7][C:8]1[CH:13]=[CH:12][C:11]([O:14][C:15]2[CH:20]=[CH:19][C:18]([C:21]([NH:22][C:23]3[CH:28]=[CH:27][C:26]([C:29]([F:31])([F:32])[F:30])=[CH:25][CH:24]=3)=[O:33])=[CH:17][C:16]=2[NH:34][C:35]2[C:36]3[CH:44]=[CH:43][C:42]([CH:45]([CH3:47])[CH3:46])=[N:41][C:37]=3[N:38]=[CH:39][N:40]=2)=[CH:10][CH:9]=1. The catalyst class is: 137. (4) Reactant: [Cl:1][C:2]1[CH:24]=[CH:23][CH:22]=[C:21]([Cl:25])[C:3]=1[CH2:4][CH:5]1[CH2:9][CH2:8][N:7]([CH:10]2[CH2:15][CH2:14][CH:13]([CH2:16][C:17](O)=[O:18])[CH2:12][CH2:11]2)[C:6]1=[O:20].C(N1C=CN=C1)(N1C=CN=C1)=O.[F:38][C:39]1[CH:48]=[CH:47][C:42]([C:43](=[N:45]O)[NH2:44])=[CH:41][CH:40]=1. Product: [Cl:1][C:2]1[CH:24]=[CH:23][CH:22]=[C:21]([Cl:25])[C:3]=1[CH2:4][CH:5]1[CH2:9][CH2:8][N:7]([CH:10]2[CH2:11][CH2:12][CH:13]([CH2:16][C:17]3[O:18][N:45]=[C:43]([C:42]4[CH:47]=[CH:48][C:39]([F:38])=[CH:40][CH:41]=4)[N:44]=3)[CH2:14][CH2:15]2)[C:6]1=[O:20]. The catalyst class is: 4. (5) Reactant: [NH2:1][CH2:2][C@@H:3]([C:5]1[CH:10]=[CH:9][C:8]([OH:11])=[C:7]([F:12])[CH:6]=1)[OH:4].C(N(C(C)C)CC)(C)C.Br[CH2:23][CH2:24][CH2:25][CH2:26][CH2:27][CH2:28][O:29][CH2:30][CH2:31][CH2:32][CH2:33][C:34]1[CH:35]=[C:36]([S:40]([NH2:43])(=[O:42])=[O:41])[CH:37]=[CH:38][CH:39]=1. Product: [CH:8]([OH:11])=[O:29].[F:12][C:7]1[CH:6]=[C:5]([C@@H:3]([OH:4])[CH2:2][NH:1][CH2:23][CH2:24][CH2:25][CH2:26][CH2:27][CH2:28][O:29][CH2:30][CH2:31][CH2:32][CH2:33][C:34]2[CH:35]=[C:36]([S:40]([NH2:43])(=[O:42])=[O:41])[CH:37]=[CH:38][CH:39]=2)[CH:10]=[CH:9][C:8]=1[OH:11]. The catalyst class is: 9. (6) Reactant: [NH2:1][CH2:2][CH2:3][N:4]1[C:12]([C:13]2[CH:18]=[CH:17][CH:16]=[CH:15][CH:14]=2)=[C:11]2[C:6]([N:7]([CH3:22])[C:8](=[O:21])[N:9]([CH3:20])[C:10]2=[O:19])=[CH:5]1.[CH3:23][C:24]1[O:28][C:27]([CH:29]=O)=[CH:26][CH:25]=1. Product: [CH3:22][N:7]1[C:6]2=[C:5]3[CH:29]([C:27]4[O:28][C:24]([CH3:23])=[CH:25][CH:26]=4)[NH:1][CH2:2][CH2:3][N:4]3[C:12]([C:13]3[CH:18]=[CH:17][CH:16]=[CH:15][CH:14]=3)=[C:11]2[C:10](=[O:19])[N:9]([CH3:20])[C:8]1=[O:21]. The catalyst class is: 14. (7) Reactant: [F:1][C:2]1[CH:7]=[C:6]([N+:8]([O-])=O)[CH:5]=[CH:4][C:3]=1[N:11]1[CH2:16][CH2:15][N:14]([CH:17]([C:24]2[O:25][CH:26]=[CH:27][N:28]=2)[C:18]2[CH:23]=[CH:22][CH:21]=[CH:20][CH:19]=2)[CH2:13][CH2:12]1.C([O-])(O)=O.[Na+]. Product: [F:1][C:2]1[CH:7]=[C:6]([NH2:8])[CH:5]=[CH:4][C:3]=1[N:11]1[CH2:12][CH2:13][N:14]([CH:17]([C:24]2[O:25][CH:26]=[CH:27][N:28]=2)[C:18]2[CH:19]=[CH:20][CH:21]=[CH:22][CH:23]=2)[CH2:15][CH2:16]1. The catalyst class is: 351. (8) Reactant: [Br:1][C:2]1[CH:3]=[CH:4][C:5]2[NH:9][C:8](COCC)([CH3:10])[N:7]([C:15]([CH3:18])([CH3:17])[CH3:16])[C:6]=2[CH:19]=1. Product: [Br:1][C:2]1[CH:3]=[CH:4][C:5]2[N:9]=[C:8]([CH3:10])[N:7]([C:15]([CH3:17])([CH3:16])[CH3:18])[C:6]=2[CH:19]=1. The catalyst class is: 67. (9) Reactant: [I:1][C:2]1[CH:7]=[CH:6][C:5]([C:8](=[O:10])[CH3:9])=[CH:4][CH:3]=1.[Br:11]Br. Product: [Br:11][CH2:9][C:8]([C:5]1[CH:6]=[CH:7][C:2]([I:1])=[CH:3][CH:4]=1)=[O:10]. The catalyst class is: 15. (10) Reactant: [NH:1]1[C:9]2[C:4](=[CH:5][C:6]([CH:10]([C:15]3[CH:20]=[CH:19][CH:18]=[CH:17][CH:16]=3)[CH2:11][CH2:12][NH:13][CH3:14])=[CH:7][CH:8]=2)[CH:3]=[CH:2]1.O([C:29]([O:31][C:32]([CH3:35])([CH3:34])[CH3:33])=[O:30])[C:29]([O:31][C:32]([CH3:35])([CH3:34])[CH3:33])=[O:30].[OH-].[Na+]. Product: [C:32]([O:31][C:29](=[O:30])[N:13]([CH2:12][CH2:11][CH:10]([C:6]1[CH:5]=[C:4]2[C:9](=[CH:8][CH:7]=1)[NH:1][CH:2]=[CH:3]2)[C:15]1[CH:16]=[CH:17][CH:18]=[CH:19][CH:20]=1)[CH3:14])([CH3:33])([CH3:34])[CH3:35]. The catalyst class is: 38.